This data is from Reaction yield outcomes from USPTO patents with 853,638 reactions. The task is: Predict the reaction yield, written as a fraction of the theoretical maximum amount of product (1.0 means a 100% yield; for example, 0.34 means a 34% yield). (1) The reactants are [CH3:1][C:2]([C:4]1[CH:9]=[CH:8][C:7]([Br:10])=[CH:6][CH:5]=1)=O.COC(OC)[N:14]([CH3:16])C.CO.[CH3:21][NH:22]N. The catalyst is CN(C=O)C.C(OC)(C)(C)C.O. The product is [Br:10][C:7]1[CH:8]=[CH:9][C:4]([C:2]2[N:14]([CH3:16])[N:22]=[CH:21][CH:1]=2)=[CH:5][CH:6]=1. The yield is 0.680. (2) The reactants are Br[C:2]1[CH:7]=[CH:6][C:5]([C:8]2[N:9]=[CH:10][C:11]([NH2:14])=[N:12][CH:13]=2)=[C:4]([F:15])[C:3]=1[F:16].[CH3:17][S:18]([C:21]1[CH:26]=[CH:25][CH:24]=[CH:23][C:22]=1B(O)O)(=[O:20])=[O:19].C([O-])([O-])=O.[K+].[K+].C(Cl)Cl. The catalyst is C1C=CC(P(C2C=CC=CC=2)[C-]2C=CC=C2)=CC=1.C1C=CC(P(C2C=CC=CC=2)[C-]2C=CC=C2)=CC=1.Cl[Pd]Cl.[Fe+2]. The product is [F:16][C:3]1[C:4]([F:15])=[C:5]([C:8]2[N:9]=[CH:10][C:11]([NH2:14])=[N:12][CH:13]=2)[CH:6]=[CH:7][C:2]=1[C:22]1[CH:23]=[CH:24][CH:25]=[CH:26][C:21]=1[S:18]([CH3:17])(=[O:20])=[O:19]. The yield is 0.410. (3) The reactants are [C:1]([O:5][C:6]([N:8]([CH:22]([CH3:24])[CH3:23])[CH2:9][CH:10]([C:15]1[CH:20]=[CH:19][C:18]([Cl:21])=[CH:17][CH:16]=1)[C:11]([O:13]C)=[O:12])=[O:7])([CH3:4])([CH3:3])[CH3:2].C[Si](C)(C)[O-].[K+:30]. The product is [C:1]([O:5][C:6]([N:8]([CH:22]([CH3:24])[CH3:23])[CH2:9][CH:10]([C:15]1[CH:20]=[CH:19][C:18]([Cl:21])=[CH:17][CH:16]=1)[C:11]([O-:13])=[O:12])=[O:7])([CH3:3])([CH3:4])[CH3:2].[K+:30]. The catalyst is C1COCC1. The yield is 1.05. (4) The reactants are [N+:1]([C:4]1[CH:5]=[C:6]([CH:8]=[CH:9][CH:10]=1)[NH2:7])([O-:3])=[O:2].[N:11]([O-])=O.[Na+].[Cl:15][Sn]Cl.O. The catalyst is O.Cl. The product is [ClH:15].[N+:1]([C:4]1[CH:5]=[C:6]([NH:7][NH2:11])[CH:8]=[CH:9][CH:10]=1)([O-:3])=[O:2]. The yield is 0.730. (5) The product is [CH2:1]([N:8]1[C@@H:12]2[CH2:13][CH2:14][C@@:15]3([CH2:19][C@@H:18]([C:36]4[C:44]5[O:43][CH:42]([CH3:45])[CH2:41][C:40]=5[CH:39]=[C:38]([O:46][C:47]([F:49])([F:48])[F:50])[CH:37]=4)[CH2:17][O:16]3)[C@:9]1([C:29]1[CH:34]=[CH:33][CH:32]=[CH:31][CH:30]=1)[CH2:10][CH:11]2[S:20]([C:23]1[CH:24]=[CH:25][CH:26]=[CH:27][CH:28]=1)(=[O:21])=[O:22])[C:2]1[CH:3]=[CH:4][CH:5]=[CH:6][CH:7]=1. The yield is 0.440. The catalyst is [Cl-].C([N+](CCCC)(CCCC)CCCC)CCC.C([O-])(=O)C.[Pd+2].C([O-])(=O)C.CN(C)C=O.O. The reactants are [CH2:1]([N:8]1[C@H:12]2[CH2:13][CH2:14][C@@:15]3([CH:19]=[CH:18][CH2:17][O:16]3)[C@:9]1([C:29]1[CH:34]=[CH:33][CH:32]=[CH:31][CH:30]=1)[CH2:10][C@H:11]2[S:20]([C:23]1[CH:28]=[CH:27][CH:26]=[CH:25][CH:24]=1)(=[O:22])=[O:21])[C:2]1[CH:7]=[CH:6][CH:5]=[CH:4][CH:3]=1.I[C:36]1[C:44]2[O:43][CH:42]([CH3:45])[CH2:41][C:40]=2[CH:39]=[C:38]([O:46][C:47]([F:50])([F:49])[F:48])[CH:37]=1.[Cl-].[Li+].C([O-])=O.[K+]. (6) The reactants are Br[C:2]1[CH:11]=[CH:10][C:9]([F:12])=[CH:8][C:3]=1[C:4]([O:6][CH3:7])=[O:5].C([Sn](CCCC)(CCCC)[C:18]1[O:19][CH:20]=[CH:21][N:22]=1)CCC. The catalyst is C1(C)C=CC=CC=1.O.C1C=CC([P]([Pd]([P](C2C=CC=CC=2)(C2C=CC=CC=2)C2C=CC=CC=2)([P](C2C=CC=CC=2)(C2C=CC=CC=2)C2C=CC=CC=2)[P](C2C=CC=CC=2)(C2C=CC=CC=2)C2C=CC=CC=2)(C2C=CC=CC=2)C2C=CC=CC=2)=CC=1. The product is [F:12][C:9]1[CH:10]=[CH:11][C:2]([C:18]2[O:19][CH:20]=[CH:21][N:22]=2)=[C:3]([CH:8]=1)[C:4]([O:6][CH3:7])=[O:5]. The yield is 0.520.